This data is from Full USPTO retrosynthesis dataset with 1.9M reactions from patents (1976-2016). The task is: Predict the reactants needed to synthesize the given product. Given the product [Cl:1][C:2]1[CH:3]=[CH:4][C:5]([N+:17]([O-:19])=[O:18])=[C:6]([C:8]([C:10]2[CH:11]=[N:12][C:13]([Cl:16])=[CH:14][CH:15]=2)=[O:9])[CH:7]=1, predict the reactants needed to synthesize it. The reactants are: [Cl:1][C:2]1[CH:3]=[CH:4][C:5]([N+:17]([O-:19])=[O:18])=[C:6]([CH:8]([C:10]2[CH:11]=[N:12][C:13]([Cl:16])=[CH:14][CH:15]=2)[OH:9])[CH:7]=1.C1C=C[NH+]=CC=1.C1C=C[NH+]=CC=1.[O-][Cr](O[Cr]([O-])(=O)=O)(=O)=O.